From a dataset of Catalyst prediction with 721,799 reactions and 888 catalyst types from USPTO. Predict which catalyst facilitates the given reaction. (1) Reactant: [C:1]([O:4][CH2:5][C:6]([CH3:36])([CH3:35])[CH2:7][N:8]1[C:14]2[CH:15]=[CH:16][C:17]([Cl:19])=[CH:18][C:13]=2[C@@H:12]([C:20]2[CH:25]=[CH:24][CH:23]=[C:22]([O:26][CH3:27])[C:21]=2[O:28][CH3:29])[O:11][C@H:10]([CH2:30][C:31](O)=[O:32])[C:9]1=[O:34])(=[O:3])[CH3:2].C(N(CC)CC)C.ClC(OCC(C)C)=O.Cl.[NH2:53][C:54]1[CH:55]=[C:56]([CH2:68][CH3:69])[C:57]2[O:61][C:60]([C:62]([O:64][CH2:65][CH3:66])=[O:63])=[CH:59][C:58]=2[CH:67]=1.N1C=CC=CC=1. Product: [C:1]([O:4][CH2:5][C:6]([CH3:36])([CH3:35])[CH2:7][N:8]1[C:14]2[CH:15]=[CH:16][C:17]([Cl:19])=[CH:18][C:13]=2[C@@H:12]([C:20]2[CH:25]=[CH:24][CH:23]=[C:22]([O:26][CH3:27])[C:21]=2[O:28][CH3:29])[O:11][C@H:10]([CH2:30][C:31]([NH:53][C:54]2[CH:55]=[C:56]([CH2:68][CH3:69])[C:57]3[O:61][C:60]([C:62]([O:64][CH2:65][CH3:66])=[O:63])=[CH:59][C:58]=3[CH:67]=2)=[O:32])[C:9]1=[O:34])(=[O:3])[CH3:2]. The catalyst class is: 35. (2) Reactant: CN1CCOCC1.[CH2:8]([O:15][C:16]([NH:18][C:19]([CH3:37])([CH2:23][C:24]1[CH:29]=[CH:28][C:27]([C:30]2[CH:35]=[CH:34][C:33]([F:36])=[CH:32][N:31]=2)=[CH:26][CH:25]=1)[C:20]([OH:22])=O)=[O:17])[C:9]1[CH:14]=[CH:13][CH:12]=[CH:11][CH:10]=1.[NH2:38][CH2:39][CH:40]([OH:47])[CH2:41][C:42]([CH3:46])([CH3:45])[CH2:43][CH3:44].Cl.CN(C)CCCN=C=NCC.ON1C2C=CC=CC=2N=N1. Product: [F:36][C:33]1[CH:34]=[CH:35][C:30]([C:27]2[CH:26]=[CH:25][C:24]([CH2:23][C:19]([NH:18][C:16](=[O:17])[O:15][CH2:8][C:9]3[CH:14]=[CH:13][CH:12]=[CH:11][CH:10]=3)([CH3:37])[C:20]([NH:38][CH2:39][CH:40]([OH:47])[CH2:41][C:42]([CH3:46])([CH3:45])[CH2:43][CH3:44])=[O:22])=[CH:29][CH:28]=2)=[N:31][CH:32]=1. The catalyst class is: 124. (3) Reactant: [NH2:1][C:2]1[CH:7]=[CH:6][C:5]([S:8]([NH:11][CH3:12])(=[O:10])=[O:9])=[CH:4][CH:3]=1.C(N(C(C)C)CC)(C)C.Cl[C:23](Cl)([O:25]C(=O)OC(Cl)(Cl)Cl)Cl.[CH3:34][C:35]1([CH3:49])[C:39]([CH3:41])([CH3:40])[O:38][B:37]([C:42]2[CH:43]=[C:44]([NH2:48])[CH:45]=[CH:46][CH:47]=2)[O:36]1. Product: [CH3:12][NH:11][S:8]([C:5]1[CH:6]=[CH:7][C:2]([NH:1][C:23]([NH:48][C:44]2[CH:45]=[CH:46][CH:47]=[C:42]([B:37]3[O:36][C:35]([CH3:49])([CH3:34])[C:39]([CH3:40])([CH3:41])[O:38]3)[CH:43]=2)=[O:25])=[CH:3][CH:4]=1)(=[O:10])=[O:9]. The catalyst class is: 4. (4) Reactant: [Cl:1][C:2]1[CH:7]=[CH:6][N:5]=[C:4]([NH2:8])[CH:3]=1.[CH2:9]([N:11]=[C:12]=[O:13])[CH3:10]. Product: [Cl:1][C:2]1[CH:7]=[CH:6][N:5]=[C:4]([NH:8][C:12]([NH:11][CH2:9][CH3:10])=[O:13])[CH:3]=1. The catalyst class is: 22. (5) Product: [CH3:1][C:2]1[C:3]2[N:4]([C:18]([NH:21][C:28](=[O:29])[C:23]3[CH:24]=[CH:25][CH:26]=[CH:27][N:22]=3)=[CH:19][N:20]=2)[N:5]=[C:6]([C:8]2[CH:13]=[CH:12][CH:11]=[CH:10][C:9]=2[C:14]([F:15])([F:16])[F:17])[CH:7]=1. The catalyst class is: 18. Reactant: [CH3:1][C:2]1[C:3]2[N:4]([C:18]([NH2:21])=[CH:19][N:20]=2)[N:5]=[C:6]([C:8]2[CH:13]=[CH:12][CH:11]=[CH:10][C:9]=2[C:14]([F:17])([F:16])[F:15])[CH:7]=1.[N:22]1[CH:27]=[CH:26][CH:25]=[CH:24][C:23]=1[C:28](O)=[O:29].CCN(C(C)C)C(C)C.CN(C(ON1N=NC2C=CC=NC1=2)=[N+](C)C)C.F[P-](F)(F)(F)(F)F. (6) Reactant: [Si]([O:8][CH2:9][C:10]1[C:11]([F:38])=[N:12][CH:13]=[CH:14][C:15]=1[C:16]1[C:17]([CH3:37])=[N:18][O:19][C:20]=1[C@@H:21]([NH:30][S@:31]([C:33]([CH3:36])([CH3:35])[CH3:34])=[O:32])[CH2:22][C:23]([O:25][C:26]([CH3:29])([CH3:28])[CH3:27])=[O:24])(C(C)(C)C)(C)C.[F-].C([N+](CCCC)(CCCC)CCCC)CCC.CO. Product: [CH3:35][C:33]([CH3:36])([S@@:31]([NH:30][C@H:21]([C:20]1[O:19][N:18]=[C:17]([CH3:37])[C:16]=1[C:15]1[CH:14]=[CH:13][N:12]=[C:11]([F:38])[C:10]=1[CH2:9][OH:8])[CH2:22][C:23]([O:25][C:26]([CH3:27])([CH3:28])[CH3:29])=[O:24])=[O:32])[CH3:34]. The catalyst class is: 1. (7) Reactant: [N+:1]([CH:4]([N+:6]([O-:8])=[O:7])[CH3:5])([O-:3])=[O:2].[OH-].[K+].[C:11]([O:15][CH2:16][CH2:17][CH2:18][CH2:19][CH2:20][CH2:21][CH3:22])(=[O:14])[CH:12]=[CH2:13].CO. Product: [N+:1]([C:4]([N+:6]([O-:8])=[O:7])([CH3:5])[CH2:13][CH2:12][C:11]([O:15][CH2:16][CH2:17][CH2:18][CH2:19][CH2:20][CH2:21][CH3:22])=[O:14])([O-:3])=[O:2]. The catalyst class is: 6. (8) Reactant: [H-].[Na+].[F:3][C:4]([F:8])([F:7])[CH2:5][OH:6].[Cl:9][C:10]1[C:11]([C:18]#[N:19])=[N:12][CH:13]=[C:14]([Cl:17])[C:15]=1Cl.[Cl-].[NH4+]. Product: [Cl:9][C:10]1[C:11]([C:18]#[N:19])=[N:12][CH:13]=[C:14]([Cl:17])[C:15]=1[O:6][CH2:5][C:4]([F:8])([F:7])[F:3]. The catalyst class is: 7. (9) Reactant: [NH2:1][C:2]1[N:10]=[CH:9][N:8]=[C:7]2[C:3]=1[NH:4][C:5](=[S:11])[NH:6]2.F[B-](F)(F)F.[I:17][C:18]1[CH:23]=[C:22]([I:24])[C:21]([O:25][CH3:26])=[CH:20][C:19]=1[N+]#N.C([O-])(O)=O.[Na+]. Product: [I:17][C:18]1[CH:23]=[C:22]([I:24])[C:21]([O:25][CH3:26])=[CH:20][C:19]=1[S:11][C:5]1[NH:6][C:7]2[C:3]([N:4]=1)=[C:2]([NH2:1])[N:10]=[CH:9][N:8]=2. The catalyst class is: 3. (10) Reactant: [OH:1][C:2]1[C:6]2=[N:7][CH:8]=[C:9]([C:11]([F:14])([F:13])[F:12])[CH:10]=[C:5]2[S:4][C:3]=1[C:15]([O:17][CH3:18])=[O:16].Br[CH2:20][C:21]([O:23][C:24]([CH3:27])([CH3:26])[CH3:25])=[O:22].CC(C)([O-])C.[Na+].Cl. Product: [C:24]([O:23][C:21](=[O:22])[CH2:20][O:1][C:2]1[C:6]2=[N:7][CH:8]=[C:9]([C:11]([F:14])([F:13])[F:12])[CH:10]=[C:5]2[S:4][C:3]=1[C:15]([O:17][CH3:18])=[O:16])([CH3:27])([CH3:26])[CH3:25]. The catalyst class is: 18.